Dataset: Forward reaction prediction with 1.9M reactions from USPTO patents (1976-2016). Task: Predict the product of the given reaction. (1) Given the reactants [N:1]1([C:7]2[CH:8]=[CH:9][C:10]3[N:11]([C:13]([C:16]([F:19])([F:18])[F:17])=[N:14][N:15]=3)[N:12]=2)[CH2:6][CH2:5][NH:4][CH2:3][CH2:2]1.[CH3:20][N:21]([CH3:34])[CH2:22][CH2:23][CH2:24][O:25][C:26]1[CH:33]=[CH:32][C:29]([CH:30]=O)=[CH:28][CH:27]=1, predict the reaction product. The product is: [CH3:34][N:21]([CH3:20])[CH2:22][CH2:23][CH2:24][O:25][C:26]1[CH:27]=[CH:28][C:29]([CH2:30][N:4]2[CH2:3][CH2:2][N:1]([C:7]3[CH:8]=[CH:9][C:10]4[N:11]([C:13]([C:16]([F:17])([F:18])[F:19])=[N:14][N:15]=4)[N:12]=3)[CH2:6][CH2:5]2)=[CH:32][CH:33]=1. (2) Given the reactants [NH2:1][C:2]1[CH:7]=[CH:6][CH:5]=[CH:4][CH:3]=1.[CH2:8](O)[C:9]1[CH:14]=[CH:13][CH:12]=[CH:11][CH:10]=1, predict the reaction product. The product is: [CH2:8]([NH:1][C:2]1[CH:7]=[CH:6][CH:5]=[CH:4][CH:3]=1)[C:9]1[CH:14]=[CH:13][CH:12]=[CH:11][CH:10]=1. (3) Given the reactants [Br:1][C:2]1[C:7]([Cl:8])=[CH:6][C:5]([NH:9][NH2:10])=[C:4]([O:11][CH3:12])[CH:3]=1.[Br:13][C:14]1[S:18][C:17]([C:19](=O)C(O)=O)=[CH:16][CH:15]=1.C([N:26]([CH2:29]C)CC)C.C1(P(N=[N+]=[N-])(C2C=CC=CC=2)=[O:38])C=CC=CC=1, predict the reaction product. The product is: [Br:1][C:2]1[C:7]([Cl:8])=[CH:6][C:5]([N:9]2[C:29](=[O:38])[NH:26][C:19]([C:17]3[S:18][C:14]([Br:13])=[CH:15][CH:16]=3)=[N:10]2)=[C:4]([O:11][CH3:12])[CH:3]=1. (4) Given the reactants [CH:1]([C:3]1[CH:10]=[CH:9][C:6]([CH2:7]Cl)=[CH:5][CH:4]=1)=[CH2:2].[CH2:11]([P:18]([O:22][CH3:23])(=[O:21])[O:19][CH3:20])[P:12]([O:16][CH3:17])(=[O:15])[O:13][CH3:14], predict the reaction product. The product is: [CH:1]([C:3]1[CH:10]=[CH:9][C:6]([CH2:7][CH:11]([P:12]([O:13][CH3:14])(=[O:15])[O:16][CH3:17])[P:18]([O:22][CH3:23])(=[O:21])[O:19][CH3:20])=[CH:5][CH:4]=1)=[CH2:2].